From a dataset of Catalyst prediction with 721,799 reactions and 888 catalyst types from USPTO. Predict which catalyst facilitates the given reaction. Reactant: [C:1]([O:5][C:6]([NH:8][C:9]([NH:19][C:20]([O:22][C:23]([CH3:26])([CH3:25])[CH3:24])=[O:21])=[N:10][C:11]1[CH:16]=[CH:15][C:14]([CH2:17][OH:18])=[CH:13][CH:12]=1)=[O:7])([CH3:4])([CH3:3])[CH3:2]. Product: [C:1]([O:5][C:6]([NH:8][C:9]([NH:19][C:20]([O:22][C:23]([CH3:26])([CH3:25])[CH3:24])=[O:21])=[N:10][C:11]1[CH:16]=[CH:15][C:14]([CH:17]=[O:18])=[CH:13][CH:12]=1)=[O:7])([CH3:4])([CH3:3])[CH3:2]. The catalyst class is: 177.